This data is from Full USPTO retrosynthesis dataset with 1.9M reactions from patents (1976-2016). The task is: Predict the reactants needed to synthesize the given product. Given the product [N:43]([CH2:46][CH2:47][CH2:48][CH2:49][O:50][C:51]1[C:52]([O:60][CH3:61])=[CH:53][C:54]([CH3:59])=[C:55](/[CH:56]=[CH:21]/[CH:15]2[C:16]3[C:11](=[CH:10][C:9]([O:8][CH2:1][C:2]4[CH:7]=[CH:6][CH:5]=[CH:4][CH:3]=4)=[C:18]([O:19][CH3:20])[CH:17]=3)[CH2:12][CH2:13][NH:14]2)[CH:58]=1)=[N+:44]=[N-:45], predict the reactants needed to synthesize it. The reactants are: [CH2:1]([O:8][C:9]1[CH:10]=[C:11]2[C:16](=[CH:17][C:18]=1[O:19][CH3:20])[CH:15]([CH2:21]S(C1N(C3C=CC=CC=3)N=NN=1)(=O)=O)[N:14](C(OC(C)(C)C)=O)[CH2:13][CH2:12]2)[C:2]1[CH:7]=[CH:6][CH:5]=[CH:4][CH:3]=1.[N:43]([CH2:46][CH2:47][CH2:48][CH2:49][O:50][C:51]1[C:52]([O:60][CH3:61])=[CH:53][C:54]([CH3:59])=[C:55]([CH:58]=1)[CH:56]=O)=[N+:44]=[N-:45].C[Si]([N-][Si](C)(C)C)(C)C.[Li+].